Dataset: Full USPTO retrosynthesis dataset with 1.9M reactions from patents (1976-2016). Task: Predict the reactants needed to synthesize the given product. (1) Given the product [CH:11]1[C:3]([C:1]#[N:2])=[CH:4][C:5]2[C:6]([CH2:12][CH2:13][CH2:14][CH2:15][N:16]3[CH2:21][CH2:20][N:19]([C:22]4[CH:23]=[CH:24][C:25]5[O:29][C:28]([C:30]([NH2:35])=[O:32])=[CH:27][C:26]=5[CH:34]=4)[CH2:18][CH2:17]3)=[CH:7][NH:8][C:9]=2[CH:10]=1, predict the reactants needed to synthesize it. The reactants are: [C:1]([C:3]1[CH:4]=[C:5]2[C:9](=[CH:10][CH:11]=1)[NH:8][CH:7]=[C:6]2[CH2:12][CH2:13][CH2:14][CH2:15][N:16]1[CH2:21][CH2:20][N:19]([C:22]2[CH:23]=[CH:24][C:25]3[O:29][C:28]([C:30]([O:32]C)=O)=[CH:27][C:26]=3[CH:34]=2)[CH2:18][CH2:17]1)#[N:2].[NH3:35]. (2) Given the product [OH:8][C:9]1[C:18]2[C:13](=[CH:14][C:15]([O:19][CH3:20])=[CH:16][CH:17]=2)[N:12]=[C:11]([N:26]2[CH:27]=[C:23]([CH3:22])[N:24]=[CH:25]2)[CH:10]=1, predict the reactants needed to synthesize it. The reactants are: C([O:8][C:9]1[C:18]2[C:13](=[CH:14][C:15]([O:19][CH3:20])=[CH:16][CH:17]=2)[N:12]=[C:11](Cl)[CH:10]=1)C1C=CC=CC=1.[CH3:22][C:23]1[N:24]=[CH:25][NH:26][CH:27]=1. (3) The reactants are: [CH3:1][O:2][C:3](=[O:25])[C:4]1[CH:9]=[C:8]([F:10])[C:7]([C:11]#[N:12])=[N:6][C:5]=1[NH:13][C:14]1[CH:19]=[CH:18][C:17]([Si:20]([CH3:23])([CH3:22])[CH3:21])=[CH:16][C:15]=1[F:24].[BH4-].[Na+]. Given the product [CH3:1][O:2][C:3](=[O:25])[C:4]1[CH:9]=[C:8]([F:10])[C:7]([CH2:11][NH2:12])=[N:6][C:5]=1[NH:13][C:14]1[CH:19]=[CH:18][C:17]([Si:20]([CH3:22])([CH3:21])[CH3:23])=[CH:16][C:15]=1[F:24], predict the reactants needed to synthesize it. (4) The reactants are: [OH:1][CH2:2][CH2:3][N:4]([CH2:21][CH2:22][OH:23])[C:5]1[CH:10]=[CH:9][C:8]([C:11]2[NH:12][C:13]3[CH:19]=[C:18]([NH2:20])[CH:17]=[CH:16][C:14]=3[N:15]=2)=[CH:7][CH:6]=1.[OH:24][CH2:25][CH2:26][N:27]([CH2:46][CH2:47][OH:48])[C:28]1[CH:33]=[CH:32][C:31]([C:34]2[NH:35][C:36]3[CH:42]=[C:41]([C:43]([O-])=[O:44])[CH:40]=[CH:39][C:37]=3[N:38]=2)=[CH:30][CH:29]=1. Given the product [OH:24][CH2:25][CH2:26][N:27]([CH2:46][CH2:47][OH:48])[C:28]1[CH:33]=[CH:32][C:31]([C:34]2[NH:35][C:36]3[CH:42]=[C:41]([C:43]([NH:20][C:18]4[CH:17]=[CH:16][C:14]5[NH:15][C:11]([C:8]6[CH:9]=[CH:10][C:5]([N:4]([CH2:21][CH2:22][OH:23])[CH2:3][CH2:2][OH:1])=[CH:6][CH:7]=6)=[N:12][C:13]=5[CH:19]=4)=[O:44])[CH:40]=[CH:39][C:37]=3[N:38]=2)=[CH:30][CH:29]=1, predict the reactants needed to synthesize it. (5) Given the product [CH2:1]([C@@H:8]([C@@H:9]([O:38][CH:39]([O:61][P:57]([OH:60])([OH:59])=[O:58])[CH3:40])[CH2:10][C@H:11]([CH2:12][C:13]1[CH:18]=[CH:17][C:16]([C:19]2[CH:24]=[CH:23][CH:22]=[CH:21][N:20]=2)=[CH:15][CH:14]=1)[NH:25][C:26](=[O:37])[C@H:27]([C:33]([CH3:36])([CH3:35])[CH3:34])[NH:28][C:29](=[O:30])[O:31][CH3:32])[NH:44][C:45](=[O:46])[C@@H:47]([NH:52][C:53](=[O:56])[O:54][CH3:55])[C:48]([CH3:49])([CH3:50])[CH3:51])[C:2]1[CH:3]=[CH:4][CH:5]=[CH:6][CH:7]=1.[Na:75][Na:76], predict the reactants needed to synthesize it. The reactants are: [CH2:1]([C@H:8]([NH:44][C:45]([C@@H:47]([NH:52][C:53](=[O:56])[O:54][CH3:55])[C:48]([CH3:51])([CH3:50])[CH3:49])=[O:46])[C@@H:9]([O:38][CH:39](SCC)[CH3:40])[CH2:10][C@@H:11]([NH:25][C:26](=[O:37])[C@H:27]([C:33]([CH3:36])([CH3:35])[CH3:34])[NH:28][C:29]([O:31][CH3:32])=[O:30])[CH2:12][C:13]1[CH:18]=[CH:17][C:16]([C:19]2[CH:24]=[CH:23][CH:22]=[CH:21][N:20]=2)=[CH:15][CH:14]=1)[C:2]1[CH:7]=[CH:6][CH:5]=[CH:4][CH:3]=1.[P:57](=[O:61])([OH:60])([OH:59])[OH:58].IN1C(=O)CCC1=O.[O-]S([O-])(=S)=O.[Na+:75].[Na+:76].C([O-])([O-])=O.[Na+].[Na+]. (6) Given the product [O:11]=[C:9]1[N:1]([CH2:14][C:15]2[CH:20]=[CH:19][CH:18]=[CH:17][CH:16]=2)[CH:2]([C:3]([OH:5])=[O:4])[CH2:6][CH2:7][CH2:8]1, predict the reactants needed to synthesize it. The reactants are: [NH2:1][C@@H:2]([CH2:6][CH2:7][CH2:8][C:9]([OH:11])=O)[C:3]([OH:5])=[O:4].[OH-].[Na+].[CH:14](=O)[C:15]1[CH:20]=[CH:19][CH:18]=[CH:17][CH:16]=1.[BH4-].[Na+].C(=O)([O-])O.[Na+]. (7) Given the product [C:67]([O:30][CH:29]([CH2:24][P:10](=[O:11])([OH:12])[OH:13])[CH2:28][P:10](=[O:11])([OH:13])[OH:12])(=[O:68])[C:37]([CH3:40])=[CH2:36], predict the reactants needed to synthesize it. The reactants are: C[Si](Br)(C)C.C(CN)CC([P:10]([OH:13])([OH:12])=[O:11])([P:10]([OH:13])([OH:12])=[O:11])O.C([C:24]1C=C(C)C=[C:28](C(C)(C)C)[C:29]=1[OH:30])(C)(C)C.[CH3:36][C:37]([C:40]1C([O])=C(C(C)(C)C)C=C(C=C2C=C(C(C)(C)C)C(=O)C(C(C)(C)C)=C2)C=1)(C)C.[CH3:67][OH:68]. (8) Given the product [N:1]1([CH2:7][CH2:8][N:9]2[C:13]3[CH:14]=[CH:15][CH:16]=[CH:17][C:12]=3[S:11]/[C:10]/2=[N:18]\[C:29]([C:19]23[CH2:28][CH:23]4[CH2:22][CH:21]([CH2:27][CH:25]([CH2:24]4)[CH2:26]2)[CH2:20]3)=[O:30])[CH2:6][CH2:5][O:4][CH2:3][CH2:2]1, predict the reactants needed to synthesize it. The reactants are: [N:1]1([CH2:7][CH2:8][N:9]2[C:13]3[CH:14]=[CH:15][CH:16]=[CH:17][C:12]=3[S:11][C:10]2=[NH:18])[CH2:6][CH2:5][O:4][CH2:3][CH2:2]1.[C:19]12([C:29](O)=[O:30])[CH2:28][CH:23]3[CH2:24][CH:25]([CH2:27][CH:21]([CH2:22]3)[CH2:20]1)[CH2:26]2. (9) Given the product [Cl:1][C:2]1[N:3]=[CH:4][C:5]2[CH:6]=[CH:7][N:8]([CH:14]([CH3:16])[CH3:15])[C:9]=2[CH:10]=1, predict the reactants needed to synthesize it. The reactants are: [Cl:1][C:2]1[CH:10]=[C:9]2[C:5]([CH:6]=[CH:7][NH:8]2)=[CH:4][N:3]=1.[H-].[Na+].Br[CH:14]([CH3:16])[CH3:15]. (10) Given the product [O:19]=[S:18]1(=[O:20])[CH2:17][CH2:16][CH2:15][N:1]1[C:2]1[CH:12]=[CH:11][C:5]([C:6]([OH:8])=[O:7])=[C:4]([CH3:13])[CH:3]=1, predict the reactants needed to synthesize it. The reactants are: [NH2:1][C:2]1[CH:12]=[CH:11][C:5]([C:6]([O:8]CC)=[O:7])=[C:4]([CH3:13])[CH:3]=1.Cl[CH2:15][CH2:16][CH2:17][S:18](Cl)(=[O:20])=[O:19].